Task: Predict the reactants needed to synthesize the given product.. Dataset: Full USPTO retrosynthesis dataset with 1.9M reactions from patents (1976-2016) (1) Given the product [O:20]=[C:18]1[O:17][CH2:16][CH2:15][C:14]2([CH2:21][CH2:22][NH:11][CH2:12][CH2:13]2)[CH2:19]1, predict the reactants needed to synthesize it. The reactants are: C(OC([N:11]1[CH2:22][CH2:21][C:14]2([CH2:19][C:18](=[O:20])[O:17][CH2:16][CH2:15]2)[CH2:13][CH2:12]1)=O)C1C=CC=CC=1. (2) Given the product [Br:1][C:2]1[N:7]=[C:6]([C@:8]([NH:16][S@@:17]([C:19]([CH3:22])([CH3:21])[CH3:20])=[O:18])([CH3:15])[CH2:9][C:10]([O:12][CH2:13][CH3:14])=[O:11])[C:5]([F:23])=[CH:4][CH:3]=1, predict the reactants needed to synthesize it. The reactants are: [Br:1][C:2]1[N:7]=[C:6]([C@:8]([NH:16][S@@:17]([C:19]([CH3:22])([CH3:21])[CH3:20])=[O:18])([CH3:15])[CH2:9][C:10]([O:12][CH2:13][CH3:14])=[O:11])[C:5]([F:23])=[C:4]([Si](CC)(CC)CC)[CH:3]=1.C(O)(=O)C.[F-].[K+].CN(C=O)C. (3) Given the product [NH2:1][C:2]1[N:10]=[C:9]([O:11][CH2:12][CH2:13][CH2:14][CH3:15])[N:8]=[C:7]2[C:3]=1[N:4]=[C:5]([O:35][CH3:36])[N:6]2[CH2:16][CH2:17][CH2:18][CH2:19][CH:24]1[CH2:23][CH2:22][N:69]([C:72]([O:74][CH2:75][C:76]2[CH:81]=[CH:80][CH:79]=[CH:78][CH:77]=2)=[O:73])[CH2:68][CH2:67]1, predict the reactants needed to synthesize it. The reactants are: [NH2:1][C:2]1[N:10]=[C:9]([O:11][CH2:12][CH2:13][CH2:14][CH3:15])[N:8]=[C:7]2[C:3]=1[N:4]=[C:5]([O:35][CH3:36])[N:6]2[CH2:16][CH2:17][CH2:18][CH:19]1[CH2:24][CH2:23][CH2:22]CN1C(OCC1C=CC=CC=1)=O.FC(F)(F)C(O)=O.C(OC1N=C2C(N=C(OC)N2)=C(N)N=1)CCC.BrCCCCC1CC[N:69]([C:72]([O:74][CH2:75][C:76]2[CH:81]=[CH:80][CH:79]=[CH:78][CH:77]=2)=[O:73])[CH2:68][CH2:67]1. (4) Given the product [Cl:1][C:2]1[N:7]=[CH:6][C:5]([C:8]([N:45]([O:47][CH3:48])[CH3:43])=[O:9])=[CH:4][CH:3]=1, predict the reactants needed to synthesize it. The reactants are: [Cl:1][C:2]1[N:7]=[CH:6][C:5]([C:8](Cl)=[O:9])=[CH:4][CH:3]=1.ClC1C=CC(C(C2N(C)C=NC=2)=O)=CN=1.FC1N=CC(C(Cl)=O)=CC=1.FC1N=CC([C:43]([N:45]([O:47][CH3:48])C)=O)=CC=1.